From a dataset of Full USPTO retrosynthesis dataset with 1.9M reactions from patents (1976-2016). Predict the reactants needed to synthesize the given product. (1) The reactants are: [N+:1]([C:4]1[CH:12]=[C:11]([C:13]([F:16])([F:15])[F:14])[CH:10]=[CH:9][C:5]=1[C:6]([OH:8])=[O:7])([O-])=O.[H][H]. Given the product [NH2:1][C:4]1[CH:12]=[C:11]([C:13]([F:14])([F:15])[F:16])[CH:10]=[CH:9][C:5]=1[C:6]([OH:8])=[O:7], predict the reactants needed to synthesize it. (2) The reactants are: [CH3:1][Si:2]([CH3:50])([CH3:49])[CH2:3][CH2:4][O:5][CH2:6][N:7]([CH2:41][O:42][CH2:43][CH2:44][Si:45]([CH3:48])([CH3:47])[CH3:46])[C:8]1[N:13]2[N:14]=[CH:15][C:16]([C:17]3[CH:18]=[N:19][C:20]([C:23]4[CH:28]=[CH:27][CH:26]=[CH:25][CH:24]=4)=[CH:21][CH:22]=3)=[C:12]2[N:11]=[C:10]([CH:29]2[CH2:34][CH2:33][CH:32]([CH2:35][C:36]([O:38][CH2:39][CH3:40])=[O:37])[CH2:31][CH2:30]2)[CH:9]=1.[Br:51]N1C(=O)CCC1=O. Given the product [CH3:46][Si:45]([CH3:48])([CH3:47])[CH2:44][CH2:43][O:42][CH2:41][N:7]([CH2:6][O:5][CH2:4][CH2:3][Si:2]([CH3:1])([CH3:49])[CH3:50])[C:8]1[N:13]2[N:14]=[CH:15][C:16]([C:17]3[CH:18]=[N:19][C:20]([C:23]4[CH:28]=[CH:27][CH:26]=[CH:25][CH:24]=4)=[CH:21][CH:22]=3)=[C:12]2[N:11]=[C:10]([CH:29]2[CH2:34][CH2:33][CH:32]([CH2:35][C:36]([O:38][CH2:39][CH3:40])=[O:37])[CH2:31][CH2:30]2)[C:9]=1[Br:51], predict the reactants needed to synthesize it. (3) Given the product [CH:1]1([NH:4][C:5]([NH:7][C:8]2[C:9]([C:13]3[NH:14][C:15]4[CH:21]=[CH:29][C:19]([CH2:20][CH2:22][N:23]5[CH2:28][CH2:27][O:26][CH2:25][CH2:24]5)=[CH:18][C:16]=4[N:17]=3)=[N:10][NH:11][CH:12]=2)=[O:6])[CH2:3][CH2:2]1, predict the reactants needed to synthesize it. The reactants are: [CH:1]1([NH:4][C:5]([NH:7][C:8]2[C:9]([C:13]3[NH:17][C:16]4[CH:18]=[CH:19][C:20]([CH2:22][N:23]5[CH2:28][CH2:27][O:26][CH2:25][CH2:24]5)=[CH:21][C:15]=4[N:14]=3)=[N:10][NH:11][CH:12]=2)=[O:6])[CH2:3][CH2:2]1.[CH2:29]1COCC1. (4) Given the product [CH3:40][O:41][C:42](=[O:46])[C@@H:43]([O:27][C:10]1[CH:9]=[CH:8][C:7]([F:28])=[C:6]2[C:11]=1[C:12]([CH3:26])=[C:13]([CH2:14][C:15]1[CH:20]=[CH:19][C:18]([N:21]3[CH:25]=[CH:24][CH:23]=[N:22]3)=[CH:17][CH:16]=1)[C:4]([CH:1]1[CH2:2][CH2:3]1)=[N:5]2)[CH3:44], predict the reactants needed to synthesize it. The reactants are: [CH:1]1([C:4]2[C:13]([CH2:14][C:15]3[CH:20]=[CH:19][C:18]([N:21]4[CH:25]=[CH:24][CH:23]=[N:22]4)=[CH:17][CH:16]=3)=[C:12]([CH3:26])[C:11]3[C:10]([OH:27])=[CH:9][CH:8]=[C:7]([F:28])[C:6]=3[N:5]=2)[CH2:3][CH2:2]1.CN(C)C=O.C(=O)([O-])[O-].[K+].[K+].[CH3:40][O:41][C:42](=[O:46])[C@H:43](Cl)[CH3:44]. (5) Given the product [Cl:12][C:13]1[CH:18]=[C:17]([C:6]2[CH:7]=[C:2]([Br:1])[CH:3]=[CH:4][C:5]=2[Cl:11])[N:16]=[C:15]([NH2:20])[N:14]=1, predict the reactants needed to synthesize it. The reactants are: [Br:1][C:2]1[CH:3]=[CH:4][C:5]([Cl:11])=[C:6](B(O)O)[CH:7]=1.[Cl:12][C:13]1[CH:18]=[C:17](Cl)[N:16]=[C:15]([NH2:20])[N:14]=1.